Dataset: Peptide-MHC class II binding affinity with 134,281 pairs from IEDB. Task: Regression. Given a peptide amino acid sequence and an MHC pseudo amino acid sequence, predict their binding affinity value. This is MHC class II binding data. (1) The peptide sequence is HFFIGDFFVDHYYSE. The MHC is DRB1_0802 with pseudo-sequence DRB1_0802. The binding affinity (normalized) is 0.456. (2) The peptide sequence is LVGPTPVNIIGRNLMTQIGC. The MHC is DRB1_0701 with pseudo-sequence DRB1_0701. The binding affinity (normalized) is 0.0557. (3) The peptide sequence is PEKPDSVTPMILKAQK. The MHC is HLA-DQA10501-DQB10201 with pseudo-sequence HLA-DQA10501-DQB10201. The binding affinity (normalized) is 0.150.